From a dataset of Reaction yield outcomes from USPTO patents with 853,638 reactions. Predict the reaction yield, written as a fraction of the theoretical maximum amount of product (1.0 means a 100% yield; for example, 0.34 means a 34% yield). (1) The reactants are [F:1][C:2]([F:33])([F:32])[C:3]1[CH:4]=[C:5]([C:13]2[CH:14]=[C:15]3[C:20](=[CH:21][CH:22]=2)[O:19][CH:18]([C:23]([F:26])([F:25])[F:24])[C:17]([C:27]([O:29]CC)=[O:28])=[CH:16]3)[CH:6]=[C:7]([C:9]([F:12])([F:11])[F:10])[CH:8]=1.[OH-].[Li+]. The catalyst is O. The product is [F:11][C:9]([F:10])([F:12])[C:7]1[CH:6]=[C:5]([C:13]2[CH:14]=[C:15]3[C:20](=[CH:21][CH:22]=2)[O:19][CH:18]([C:23]([F:24])([F:25])[F:26])[C:17]([C:27]([OH:29])=[O:28])=[CH:16]3)[CH:4]=[C:3]([C:2]([F:1])([F:32])[F:33])[CH:8]=1. The yield is 0.920. (2) The reactants are Cl[CH2:2][C:3]([NH:5][C:6]1[N:7]=[C:8]2[CH:13]=[CH:12][C:11]([O:14][C:15]3[CH:16]=[C:17]([NH:21][C:22](=[O:33])[C:23]4[CH:28]=[CH:27][CH:26]=[C:25]([C:29]([F:32])([F:31])[F:30])[CH:24]=4)[CH:18]=[CH:19][CH:20]=3)=[N:10][N:9]2[CH:34]=1)=[O:4].[NH:35]1[CH2:40][CH2:39][O:38][CH2:37][CH2:36]1. The catalyst is C(#N)C. The product is [N:35]1([CH2:2][C:3]([NH:5][C:6]2[N:7]=[C:8]3[CH:13]=[CH:12][C:11]([O:14][C:15]4[CH:16]=[C:17]([NH:21][C:22](=[O:33])[C:23]5[CH:28]=[CH:27][CH:26]=[C:25]([C:29]([F:32])([F:31])[F:30])[CH:24]=5)[CH:18]=[CH:19][CH:20]=4)=[N:10][N:9]3[CH:34]=2)=[O:4])[CH2:40][CH2:39][O:38][CH2:37][CH2:36]1. The yield is 0.870. (3) The reactants are [CH:1]([C:3]1[CH:4]=[CH:5][C:6]([O:9][C:10]2[CH:18]=[CH:17][C:13]([C:14]([NH2:16])=[O:15])=[CH:12][CH:11]=2)=[N:7][CH:8]=1)=O.[C:19]1([CH:25]2[CH2:29][CH2:28][NH:27][CH2:26]2)[CH:24]=[CH:23][CH:22]=[CH:21][CH:20]=1.C(O[BH-](OC(=O)C)OC(=O)C)(=O)C.[Na+].CC(O)=O. The catalyst is C(Cl)Cl. The product is [C:19]1([CH:25]2[CH2:29][CH2:28][N:27]([CH2:1][C:3]3[CH:4]=[CH:5][C:6]([O:9][C:10]4[CH:18]=[CH:17][C:13]([C:14]([NH2:16])=[O:15])=[CH:12][CH:11]=4)=[N:7][CH:8]=3)[CH2:26]2)[CH:24]=[CH:23][CH:22]=[CH:21][CH:20]=1. The yield is 0.360. (4) The reactants are Cl.[CH3:2][NH:3][O:4][CH3:5].[Cl-].C[Al+]C.CO[C:12]([C:14]1[S:18][C:17]([C:19]2[CH:24]=[CH:23][CH:22]=[CH:21][CH:20]=2)=[N:16][C:15]=1[CH2:25][O:26][CH3:27])=[O:13]. The catalyst is C(Cl)Cl. The product is [CH3:5][O:4][N:3]([CH3:2])[C:12]([C:14]1[S:18][C:17]([C:19]2[CH:20]=[CH:21][CH:22]=[CH:23][CH:24]=2)=[N:16][C:15]=1[CH2:25][O:26][CH3:27])=[O:13]. The yield is 0.970. (5) The catalyst is C1(C)C=CC=CC=1.[Br-].C([N+](CCCC)(CCCC)CCCC)CCC.S(=O)(=O)(O)O.CO.O.C1COCC1. The reactants are [F:1][C:2]([F:15])([F:14])[C:3]1[CH:8]=[CH:7][C:6](/[CH:9]=[CH:10]/[C:11]([NH2:13])=[O:12])=[CH:5][CH:4]=1.Cl[CH2:17][C:18]([CH2:20]Cl)=O.[OH-].[K+].[N:24]1([CH2:29][CH2:30][CH2:31][CH2:32][C:33]2[CH:38]=[CH:37][C:36]([OH:39])=[CH:35][CH:34]=2)[CH:28]=[CH:27][N:26]=[N:25]1. The product is [F:1][C:2]([F:14])([F:15])[C:3]1[CH:4]=[CH:5][C:6](/[CH:9]=[CH:10]/[C:11]2[O:12][CH:17]=[C:18]([CH2:20][O:39][C:36]3[CH:35]=[CH:34][C:33]([CH2:32][CH2:31][CH2:30][CH2:29][N:24]4[CH:28]=[CH:27][N:26]=[N:25]4)=[CH:38][CH:37]=3)[N:13]=2)=[CH:7][CH:8]=1. The yield is 0.860. (6) The reactants are C[O:2][C:3]1[CH:4]=[C:5]2[C:9](=[CH:10][CH:11]=1)[NH:8][C:7]([C:12]([O:14][CH2:15][CH3:16])=[O:13])=[CH:6]2.[N+:17]([O-])([OH:19])=[O:18]. The catalyst is ClCCl. The product is [OH:2][C:3]1[C:4]([N+:17]([O-:19])=[O:18])=[C:5]2[C:9](=[CH:10][CH:11]=1)[NH:8][C:7]([C:12]([O:14][CH2:15][CH3:16])=[O:13])=[CH:6]2. The yield is 0.590. (7) The reactants are [CH3:1][N:2]1[CH:6]=[C:5]([C:7]([O:9]CC)=O)[C:4](=[O:12])[N:3]1[C:13]1[CH:18]=[CH:17][CH:16]=[CH:15][CH:14]=1.[OH-].[Na+].Cl.[CH3:22][O:23][C:24]1[CH:33]=[C:32]2[C:27]([C:28]([O:34][C:35]3[CH:36]=[CH:37][C:38]([NH2:41])=[N:39][CH:40]=3)=[CH:29][CH:30]=[N:31]2)=[CH:26][CH:25]=1.CCN(CC)CC.CN(C(ON1N=NC2C=CC=NC1=2)=[N+](C)C)C.F[P-](F)(F)(F)(F)F. The catalyst is CO.O.CN(C=O)C.CCOC(C)=O.ClCCl. The product is [CH3:22][O:23][C:24]1[CH:33]=[C:32]2[C:27]([C:28]([O:34][C:35]3[CH:36]=[CH:37][C:38]([NH:41][C:7]([C:5]4[C:4](=[O:12])[N:3]([C:13]5[CH:14]=[CH:15][CH:16]=[CH:17][CH:18]=5)[N:2]([CH3:1])[CH:6]=4)=[O:9])=[N:39][CH:40]=3)=[CH:29][CH:30]=[N:31]2)=[CH:26][CH:25]=1. The yield is 0.200.